Dataset: Reaction yield outcomes from USPTO patents with 853,638 reactions. Task: Predict the reaction yield, written as a fraction of the theoretical maximum amount of product (1.0 means a 100% yield; for example, 0.34 means a 34% yield). (1) The reactants are [CH2:1]([N:3](CC)[CH2:4]C)C.[C:8]([O:12][C:13]([NH:15][CH:16]1[CH2:21][CH2:20][CH:19]([C:22]([OH:24])=O)[CH2:18][CH2:17]1)=[O:14])([CH3:11])([CH3:10])[CH3:9].CNC.F[P-](F)(F)(F)(F)F.N1(O[P+](N(C)C)(N(C)C)N(C)C)C2C=CC=CC=2N=N1. The catalyst is C(Cl)Cl.O. The product is [C:8]([O:12][C:13](=[O:14])[NH:15][CH:16]1[CH2:21][CH2:20][CH:19]([C:22]([N:3]([CH3:4])[CH3:1])=[O:24])[CH2:18][CH2:17]1)([CH3:11])([CH3:10])[CH3:9]. The yield is 0.740. (2) The yield is 0.750. No catalyst specified. The product is [CH:1]([C:4]1[CH:9]=[CH:8][C:7]([O:10][C:12]2[CH:17]=[CH:16][CH:15]=[CH:14][C:13]=2[N+:18]([O-:20])=[O:19])=[CH:6][CH:5]=1)([CH3:3])[CH3:2].[CH:21]([C:24]1[CH:37]=[CH:36][C:27]([O:28][C:29]2[CH:35]=[CH:34][CH:33]=[CH:32][C:30]=2[NH:31][C:7]([NH:38][C:39]2[S:40][CH:41]=[CH:42][N:43]=2)=[O:10])=[CH:26][CH:25]=1)([CH3:23])[CH3:22]. The reactants are [CH:1]([C:4]1[CH:9]=[CH:8][C:7]([OH:10])=[CH:6][CH:5]=1)([CH3:3])[CH3:2].F[C:12]1[CH:17]=[CH:16][CH:15]=[CH:14][C:13]=1[N+:18]([O-:20])=[O:19].[CH:21]([C:24]1[CH:37]=[CH:36][C:27]([O:28][C:29]2[CH:35]=[CH:34][CH:33]=[CH:32][C:30]=2[NH2:31])=[CH:26][CH:25]=1)([CH3:23])[CH3:22].[NH2:38][C:39]1[S:40][CH:41]=[CH:42][N:43]=1. (3) The reactants are [O:1]([C:8]1[CH:13]=[CH:12][C:11]([SH:14])=[CH:10][CH:9]=1)[C:2]1[CH:7]=[CH:6][CH:5]=[CH:4][CH:3]=1.[H-].[Na+].[C:17]([O:21][C:22]([N:24]1[CH2:28][CH2:27][CH2:26][C@@H:25]1[CH2:29]OS(C1C=CC(C)=CC=1)(=O)=O)=[O:23])([CH3:20])([CH3:19])[CH3:18]. The catalyst is CN(C=O)C. The product is [C:17]([O:21][C:22]([N:24]1[CH2:28][CH2:27][CH2:26][C@@H:25]1[CH2:29][S:14][C:11]1[CH:12]=[CH:13][C:8]([O:1][C:2]2[CH:7]=[CH:6][CH:5]=[CH:4][CH:3]=2)=[CH:9][CH:10]=1)=[O:23])([CH3:20])([CH3:18])[CH3:19]. The yield is 0.710. (4) The product is [F:11][C:8]([F:9])([F:10])[C:4]1[CH:33]=[C:32]([N:28]2[CH2:27][CH2:26][CH:20]([NH:19][C:12](=[O:13])[O:14][C:15]([CH3:18])([CH3:17])[CH3:16])[CH2:31][CH2:29]2)[CH:34]=[CH:6][N:5]=1. The reactants are IC1C=[CH:6][N:5]=[C:4]([C:8]([F:11])([F:10])[F:9])C=1.[C:12]([N:19]1CCC(N)C[CH2:20]1)([O:14][C:15]([CH3:18])([CH3:17])[CH3:16])=[O:13].[CH3:26][CH2:27][N:28]([CH:32]([CH3:34])[CH3:33])[CH:29]([CH3:31])C. The catalyst is CN1C(=O)CCC1. The yield is 0.760. (5) The reactants are [NH:1]1[C:9]2[C:4](=[CH:5][C:6]([CH2:10][NH:11][CH3:12])=[CH:7][CH:8]=2)[CH:3]=[CH:2]1.Cl.Cl.[CH3:15][N:16]1[CH2:22][C:21]2[CH:23]=[C:24](/[CH:27]=[CH:28]/[C:29]([OH:31])=O)[CH:25]=[N:26][C:20]=2[NH:19][C:18](=[O:32])[CH2:17]1.C1C=CC2N(O)N=NC=2C=1.C(N(C(C)C)CC)(C)C.CCN=C=NCCCN(C)C.Cl. The catalyst is CN(C=O)C.O. The product is [NH:1]1[C:9]2[C:4](=[CH:5][C:6]([CH2:10][N:11]([CH3:12])[C:29](=[O:31])/[CH:28]=[CH:27]/[C:24]3[CH:25]=[N:26][C:20]4[NH:19][C:18](=[O:32])[CH2:17][N:16]([CH3:15])[CH2:22][C:21]=4[CH:23]=3)=[CH:7][CH:8]=2)[CH:3]=[CH:2]1. The yield is 0.630. (6) The reactants are [Cl:1][C:2]1[N:7]=[C:6](S(C)=O)[N:5]=[C:4]2[N:11]([C:16]3[C:21]([F:22])=[CH:20][CH:19]=[CH:18][C:17]=3[F:23])[C:12](=[O:15])[NH:13][CH2:14][C:3]=12.[CH3:24][N:25]([CH3:29])[CH2:26][CH2:27][NH2:28].C(N(CC)CC)C. The catalyst is C(Cl)Cl. The product is [Cl:1][C:2]1[N:7]=[C:6]([NH:28][CH2:27][CH2:26][N:25]([CH3:29])[CH3:24])[N:5]=[C:4]2[N:11]([C:16]3[C:21]([F:22])=[CH:20][CH:19]=[CH:18][C:17]=3[F:23])[C:12](=[O:15])[NH:13][CH2:14][C:3]=12. The yield is 0.850.